From a dataset of Full USPTO retrosynthesis dataset with 1.9M reactions from patents (1976-2016). Predict the reactants needed to synthesize the given product. (1) Given the product [Cl:1][C:2]1[CH:7]=[CH:6][CH:5]=[C:4]([CH3:8])[C:3]=1[N:9]([C:19](=[O:20])[CH2:18][Cl:17])[C:10]1[CH:15]=[CH:14][C:13]([CH3:16])=[CH:12][CH:11]=1, predict the reactants needed to synthesize it. The reactants are: [Cl:1][C:2]1[CH:7]=[CH:6][CH:5]=[C:4]([CH3:8])[C:3]=1[NH:9][C:10]1[CH:15]=[CH:14][C:13]([CH3:16])=[CH:12][CH:11]=1.[Cl:17][CH2:18][C:19](Cl)=[O:20]. (2) Given the product [NH2:2][CH2:3][C:4]1[CH:32]=[CH:31][C:7]2[N:8]([CH2:26][CH2:27][CH:28]([CH3:29])[CH3:30])[C:9]([CH2:11][N:12]3[C:21]4[C:16](=[CH:17][CH:18]=[CH:19][CH:20]=4)[CH2:15][N:14]([CH:22]4[CH2:23][CH2:24]4)[C:13]3=[O:25])=[N:10][C:6]=2[CH:5]=1, predict the reactants needed to synthesize it. The reactants are: O.[NH2:2][CH2:3][C:4]1[CH:32]=[CH:31][C:7]2[N:8]([CH2:26][CH2:27][CH:28]([CH3:30])[CH3:29])[C:9]([CH2:11][N:12]3[C:21]4[C:16](=[CH:17][CH:18]=[CH:19][CH:20]=4)[CH2:15][N:14]([CH:22]4[CH2:24][CH2:23]4)[C:13]3=[O:25])=[N:10][C:6]=2[CH:5]=1. (3) Given the product [Br:1][C:2]1[S:23][C:5]2[N:6]([CH3:22])[C:7](=[O:21])[N:8]([CH2:11][CH2:12][CH2:13][O:14][CH:15]3[CH2:20][CH2:19][CH2:18][CH2:17][O:16]3)[C:9](=[O:10])[C:4]=2[C:3]=1[CH:24]=[O:28], predict the reactants needed to synthesize it. The reactants are: [Br:1][C:2]1[S:23][C:5]2[N:6]([CH3:22])[C:7](=[O:21])[N:8]([CH2:11][CH2:12][CH2:13][O:14][CH:15]3[CH2:20][CH2:19][CH2:18][CH2:17][O:16]3)[C:9](=[O:10])[C:4]=2[C:3]=1[CH2:24]Br.CS(C)=[O:28]. (4) The reactants are: [C:1]([O:4][C@H:5]1[C@H:9]([O:10][C:11](=[O:13])[CH3:12])[C@@H:8]([CH2:14][O:15][Si:16]([CH:23]([CH3:25])[CH3:24])([CH:20]([CH3:22])[CH3:21])[CH:17]([CH3:19])[CH3:18])[O:7][C@H:6]1[N:26]1[CH:34]=[N:33][C:32]2[C:27]1=[N:28][CH:29]=[N:30][C:31]=2N)(=[O:3])[CH3:2].C[Si]([Br:40])(C)C.C(ON=O)(C)(C)C.C(=O)(O)[O-].[Na+]. Given the product [C:1]([O:4][C@H:5]1[C@H:9]([O:10][C:11](=[O:13])[CH3:12])[C@@H:8]([CH2:14][O:15][Si:16]([CH:23]([CH3:25])[CH3:24])([CH:20]([CH3:22])[CH3:21])[CH:17]([CH3:19])[CH3:18])[O:7][C@H:6]1[N:26]1[CH:34]=[N:33][C:32]2[C:27]1=[N:28][CH:29]=[N:30][C:31]=2[Br:40])(=[O:3])[CH3:2], predict the reactants needed to synthesize it. (5) The reactants are: [C:1]([C:4]1[C:5]([CH3:19])=[N:6][N:7]([C:10]2[CH:17]=[CH:16][C:13]([C:14]#[N:15])=[C:12]([Cl:18])[CH:11]=2)[C:8]=1[CH3:9])(=[O:3])[CH3:2].[Cl:20][C:21]1[CH:26]=[CH:25][C:24]([Mg]Br)=[CH:23][CH:22]=1.C1COCC1.[Cl-].[NH4+]. Given the product [Cl:18][C:12]1[CH:11]=[C:10]([N:7]2[C:8]([CH3:9])=[C:4]([C:1]([C:24]3[CH:25]=[CH:26][C:21]([Cl:20])=[CH:22][CH:23]=3)([OH:3])[CH3:2])[C:5]([CH3:19])=[N:6]2)[CH:17]=[CH:16][C:13]=1[C:14]#[N:15], predict the reactants needed to synthesize it.